Dataset: Reaction yield outcomes from USPTO patents with 853,638 reactions. Task: Predict the reaction yield, written as a fraction of the theoretical maximum amount of product (1.0 means a 100% yield; for example, 0.34 means a 34% yield). (1) The reactants are [F:1][C:2]([F:34])([F:33])[CH:3]([C:24]1[CH:29]=[C:28]([Cl:30])[C:27]([Cl:31])=[C:26]([Cl:32])[CH:25]=1)/[CH:4]=[CH:5]/[C:6]1[CH:11]=[CH:10][C:9]([NH:12][N:13]2C(=O)C3C(=CC=CC=3)C2=O)=[CH:8][CH:7]=1.O.NN. The catalyst is CCO. The product is [F:34][C:2]([F:1])([F:33])[CH:3]([C:24]1[CH:25]=[C:26]([Cl:32])[C:27]([Cl:31])=[C:28]([Cl:30])[CH:29]=1)/[CH:4]=[CH:5]/[C:6]1[CH:11]=[CH:10][C:9]([NH:12][NH2:13])=[CH:8][CH:7]=1. The yield is 0.660. (2) The reactants are [CH:1]1([C:4]#[C:5][C:6]2([C:18]([F:21])([F:20])[F:19])[O:11][C:10](=[O:12])[NH:9][C:8]3[CH:13]=[CH:14][C:15]([OH:17])=[CH:16][C:7]2=3)[CH2:3][CH2:2]1.C(=O)([O-])[O-].[K+].[K+].Br[CH2:29][CH2:30][CH2:31][C:32]([O:34][CH2:35][CH3:36])=[O:33]. The catalyst is C1OCCOCCOCCOCCOCCOC1.CC(C)=O. The product is [CH2:35]([O:34][C:32](=[O:33])[CH2:31][CH2:30][CH2:29][O:17][C:15]1[CH:14]=[CH:13][C:8]2[NH:9][C:10](=[O:12])[O:11][C:6]([C:5]#[C:4][CH:1]3[CH2:3][CH2:2]3)([C:18]([F:20])([F:21])[F:19])[C:7]=2[CH:16]=1)[CH3:36]. The yield is 0.270. (3) The reactants are Br[C:2]1[CH:3]=[C:4]([CH:17]=[CH:18][CH:19]=1)[O:5][C:6]1[C:15]2[C:10](=[CH:11][CH:12]=[CH:13][CH:14]=2)[NH:9][C:8](=[O:16])[CH:7]=1.C(=O)([O-])[O-].[Na+].[Na+].CC1(C)C(C)(C)OB([C:34]2[CH:40]=[CH:39][C:37]([NH2:38])=[CH:36][CH:35]=2)O1. The catalyst is C1C=CC([P]([Pd]([P](C2C=CC=CC=2)(C2C=CC=CC=2)C2C=CC=CC=2)([P](C2C=CC=CC=2)(C2C=CC=CC=2)C2C=CC=CC=2)[P](C2C=CC=CC=2)(C2C=CC=CC=2)C2C=CC=CC=2)(C2C=CC=CC=2)C2C=CC=CC=2)=CC=1. The product is [NH2:38][C:37]1[CH:39]=[CH:40][C:34]([C:2]2[CH:19]=[CH:18][CH:17]=[C:4]([O:5][C:6]3[C:15]4[C:10](=[CH:11][CH:12]=[CH:13][CH:14]=4)[NH:9][C:8](=[O:16])[CH:7]=3)[CH:3]=2)=[CH:35][CH:36]=1. The yield is 0.520.